This data is from Full USPTO retrosynthesis dataset with 1.9M reactions from patents (1976-2016). The task is: Predict the reactants needed to synthesize the given product. Given the product [F:29][C:30]1[CH:37]=[CH:36][C:33]([CH2:34][O:35][CH2:2][C:3]2[N:4]([C:20]3[CH:25]=[CH:24][C:23]([N+:26]([O-:28])=[O:27])=[CH:22][CH:21]=3)[CH:5]=[C:6]([C:8]3[C:9]([C:14]4[CH:19]=[CH:18][CH:17]=[CH:16][CH:15]=4)=[N:10][O:11][C:12]=3[CH3:13])[N:7]=2)=[CH:32][CH:31]=1, predict the reactants needed to synthesize it. The reactants are: Cl[CH2:2][C:3]1[N:4]([C:20]2[CH:25]=[CH:24][C:23]([N+:26]([O-:28])=[O:27])=[CH:22][CH:21]=2)[CH:5]=[C:6]([C:8]2[C:9]([C:14]3[CH:19]=[CH:18][CH:17]=[CH:16][CH:15]=3)=[N:10][O:11][C:12]=2[CH3:13])[N:7]=1.[F:29][C:30]1[CH:37]=[CH:36][C:33]([CH2:34][OH:35])=[CH:32][CH:31]=1.